From a dataset of Forward reaction prediction with 1.9M reactions from USPTO patents (1976-2016). Predict the product of the given reaction. (1) Given the reactants [NH:1]1[CH:5]=[CH:4][CH:3]=[N:2]1.C(=O)([O-])[O-].[Cs+].[Cs+].Br[C:13]1[CH:14]=[N:15][CH:16]=[CH:17][CH:18]=1, predict the reaction product. The product is: [N:1]1([C:13]2[CH:14]=[N:15][CH:16]=[CH:17][CH:18]=2)[CH:5]=[CH:4][CH:3]=[N:2]1. (2) Given the reactants [CH:1]1(CNCCC)CC1.[CH2:9]([N:11]([CH:15]([CH3:17])[CH3:16])[CH:12]([CH3:14])[CH3:13])C.[Cl:18][C:19]1[CH:24]=[CH:23][C:22]([C:25]2[CH:26]=[CH:27][C:28]([C:31]#[C:32][C:33]3[CH:38]=[CH:37][C:36](/[CH:39]=[CH:40]/CCl)=[CH:35][CH:34]=3)=[N:29][CH:30]=2)=[CH:21][CH:20]=1, predict the reaction product. The product is: [Cl:18][C:19]1[CH:20]=[CH:21][C:22]([C:25]2[CH:26]=[CH:27][C:28]([C:31]#[C:32][C:33]3[CH:34]=[CH:35][C:36](/[CH:39]=[CH:40]/[CH2:13][CH:12]([N:11]([CH:15]4[CH2:17][CH2:16]4)[CH3:9])[CH2:14][CH3:1])=[CH:37][CH:38]=3)=[N:29][CH:30]=2)=[CH:23][CH:24]=1. (3) Given the reactants [C:1]([C:3]1[CH:4]=[CH:5][C:6]([O:18][C:19]2[CH:24]=[C:23]([Cl:25])[CH:22]=[C:21]([Cl:26])[CH:20]=2)=[C:7]([S:9]([NH:12][CH2:13][CH2:14][N:15]([CH3:17])[CH3:16])(=[O:11])=[O:10])[CH:8]=1)#[N:2].Br[CH2:28][CH2:29][N:30]1[C:34](=[O:35])[CH2:33][CH2:32][C:31]1=[O:36].[H-].[Na+], predict the reaction product. The product is: [C:1]([C:3]1[CH:4]=[CH:5][C:6]([O:18][C:19]2[CH:20]=[C:21]([Cl:26])[CH:22]=[C:23]([Cl:25])[CH:24]=2)=[C:7]([S:9]([N:12]([CH2:13][CH2:14][N:15]([CH3:17])[CH3:16])[CH2:28][CH2:29][N:30]2[C:34](=[O:35])[CH2:33][CH2:32][C:31]2=[O:36])(=[O:10])=[O:11])[CH:8]=1)#[N:2]. (4) Given the reactants [C:1]([C:5]1[CH:6]=[C:7]2[C:12](=[CH:13][CH:14]=1)[C:11](=[O:15])[NH:10][N:9]=[CH:8]2)([CH3:4])([CH3:3])[CH3:2].[H-].[Na+].F[C:19]1[N:26]=[CH:25][CH:24]=[C:23]([I:27])[C:20]=1[CH:21]=[O:22].[NH4+].[Cl-], predict the reaction product. The product is: [C:1]([C:5]1[CH:6]=[C:7]2[C:12](=[CH:13][CH:14]=1)[C:11](=[O:15])[N:10]([C:19]1[C:20]([CH:21]=[O:22])=[C:23]([I:27])[CH:24]=[CH:25][N:26]=1)[N:9]=[CH:8]2)([CH3:4])([CH3:2])[CH3:3]. (5) The product is: [CH:8]1([CH2:11][N:12]2[C:24]3[C:23]([C:25]([NH2:27])=[O:26])=[CH:22][C:21]([C:28]4[C:29]([CH3:34])=[N:30][O:31][C:32]=4[CH3:33])=[CH:20][C:19]=3[C:18]3[C:13]2=[CH:14][C:15]([OH:1])=[CH:16][CH:17]=3)[CH2:9][CH2:10]1. Given the reactants [OH:1]O.S(=O)(=O)(O)O.[CH:8]1([CH2:11][N:12]2[C:24]3[C:23]([C:25]([NH2:27])=[O:26])=[CH:22][C:21]([C:28]4[C:29]([CH3:34])=[N:30][O:31][C:32]=4[CH3:33])=[CH:20][C:19]=3[C:18]3[C:13]2=[CH:14][C:15](C=O)=[CH:16][CH:17]=3)[CH2:10][CH2:9]1.[OH-].[Na+].Cl, predict the reaction product. (6) Given the reactants C(C1(COC2C(C3CC3)=CC(C(OC(C)(C)C)=O)=C(F)C=2)C2CC3CC(CC1C3)C2)#N.[CH:32]1([C:35]2[C:36]([O:46][CH:47]3[CH2:52][CH2:51][C:50]([F:54])([F:53])[CH2:49][CH2:48]3)=[CH:37][C:38]([F:45])=[C:39]([CH:44]=2)[C:40]([O:42]C)=[O:41])[CH2:34][CH2:33]1, predict the reaction product. The product is: [CH:32]1([C:35]2[C:36]([O:46][CH:47]3[CH2:52][CH2:51][C:50]([F:54])([F:53])[CH2:49][CH2:48]3)=[CH:37][C:38]([F:45])=[C:39]([CH:44]=2)[C:40]([OH:42])=[O:41])[CH2:33][CH2:34]1.